Dataset: Experimentally validated miRNA-target interactions with 360,000+ pairs, plus equal number of negative samples. Task: Binary Classification. Given a miRNA mature sequence and a target amino acid sequence, predict their likelihood of interaction. (1) The miRNA is mmu-miR-1839-5p with sequence AAGGUAGAUAGAACAGGUCUUG. The protein sequence of the target gene is MTDLVAVWDVALSDGVHKIEFEHGTTSGKRVVYVDGKEEIRKEWMFKLVGKETFYVGAAKTKATINIDAISGFAYEYTLEINGKSLKKYMEDRSKTTNTWVLHMDGENFRIVLEKDAMDVWCNGKKLETAGEFVDDGTETHFSIGNHDCYIKAVSSGKRKEGIIHTLIVDNREIPEIAS. Result: 0 (no interaction). (2) The miRNA is mmu-miR-684 with sequence AGUUUUCCCUUCAAGUCAA. The protein sequence of the target gene is MSAQAQMRAMLDQLMGTSRDGDTTRQRIKFSDDRVCKSHLLNCCPHDVLSGTRMDLGECLKVHDLALRADYEIASKEQDFFFELDAMDHLQSFIADCDRRTEVSKKRLAETQEEISAEVAAKAERVHELNEEIGKLLAKVEQLGAEGNVEESQKVMDEVEKARAKKREAEEVYRNSMPASSFQQQKLRVCEVCSAYLGLHDNDRRLADHFGGKLHLGFIEIREKLEELKRVVAEKQEKRNQERLKRREEREREEREKLRRSRSHSKNPKRSRSREHRRHRSRSMSRERKRRTRSKSREKR.... Result: 0 (no interaction). (3) The miRNA is rno-miR-499-5p with sequence UUAAGACUUGCAGUGAUGUUU. The protein sequence of the target gene is MSFLSRQQPPPTRRVGAAYSLRQKLIFSPGSDCEEEEEEEEEGSGHSTGEDSAFQEPDSPLPSARSPAEAEAERRRRSPGAEPSSPGELEDDLLLQGGGGGAQAAGGGAEGDSWEEEGFGSSSPVKSPSTAYFLSSPFSPVRCGGPGDASPQGCGAPRAMDDPCSPQPDYPSTPPHKTFRKLRLFDTPHTPKSLLSKARVIDSGSVKLRGSSLFMDTEKSGKREFDTRQTPQVNINPFTPDPVLLHSSGRCRGRKRAYFNDSSEDMEASDYEFEDETRPAKRITITESNMKSRYTTEFHE.... Result: 0 (no interaction).